The task is: Predict the reactants needed to synthesize the given product.. This data is from Full USPTO retrosynthesis dataset with 1.9M reactions from patents (1976-2016). Given the product [N:11]1[C:2]([NH2:1])=[N:3][N:4]2[CH:9]=[CH:8][CH:7]=[CH:6][C:5]=12, predict the reactants needed to synthesize it. The reactants are: [NH2:1][C:2]1[N:11]=[C:5]2[C:6](O)=[CH:7][CH:8]=[CH:9][N:4]2[N:3]=1.FC1C=CC(S(C)(=O)=O)=CC=1.CC(C)([O-])C.[K+].